This data is from Forward reaction prediction with 1.9M reactions from USPTO patents (1976-2016). The task is: Predict the product of the given reaction. (1) The product is: [Cl:33][C:17]1[CH:18]=[C:19]([NH:20][C:21](=[O:32])[C:22]2[CH:27]=[CH:26][CH:25]=[C:24]([C:28]([F:30])([F:31])[F:29])[CH:23]=2)[C:14]([N:11]2[CH2:12][CH2:13][NH:8][CH2:9][CH2:10]2)=[N:15][CH:16]=1. Given the reactants C(OC([N:8]1[CH2:13][CH2:12][N:11]([C:14]2[C:19]([NH:20][C:21](=[O:32])[C:22]3[CH:27]=[CH:26][CH:25]=[C:24]([C:28]([F:31])([F:30])[F:29])[CH:23]=3)=[CH:18][C:17]([Cl:33])=[CH:16][N:15]=2)[CH2:10][CH2:9]1)=O)(C)(C)C.Cl, predict the reaction product. (2) The product is: [N:31]1([CH2:36][CH2:37][CH2:38][NH:39][C:26]([CH2:25][NH:24][C:22](=[O:23])[C:21]2[CH:20]=[CH:19][C:18]([S:15](=[O:17])(=[O:16])[NH:14][C:9]3[CH:10]=[CH:11][CH:12]=[CH:13][C:8]=3[O:1][C:2]3[CH:3]=[CH:4][CH:5]=[CH:6][CH:7]=3)=[CH:30][CH:29]=2)=[O:27])[CH:35]=[CH:34][N:33]=[CH:32]1. Given the reactants [O:1]([C:8]1[CH:13]=[CH:12][CH:11]=[CH:10][C:9]=1[NH:14][S:15]([C:18]1[CH:30]=[CH:29][C:21]([C:22]([NH:24][CH2:25][C:26](O)=[O:27])=[O:23])=[CH:20][CH:19]=1)(=[O:17])=[O:16])[C:2]1[CH:7]=[CH:6][CH:5]=[CH:4][CH:3]=1.[N:31]1([CH2:36][CH2:37][CH2:38][NH2:39])[CH:35]=[CH:34][N:33]=[CH:32]1, predict the reaction product. (3) Given the reactants C[O:2][C:3](=[O:29])[CH2:4][CH2:5][CH2:6][CH2:7][C:8]1[CH:9]=[N:10][N:11]2[C:16]([NH:17][CH:18]3[CH2:20][CH2:19]3)=[N:15][C:14]([NH:21][C:22]3[CH:27]=[CH:26][CH:25]=[C:24]([NH2:28])[CH:23]=3)=[N:13][C:12]=12.[OH-].[Na+], predict the reaction product. The product is: [NH2:28][C:24]1[CH:23]=[C:22]([NH:21][C:14]2[N:15]=[C:16]([NH:17][CH:18]3[CH2:19][CH2:20]3)[N:11]3[N:10]=[CH:9][C:8]([CH2:7][CH2:6][CH2:5][CH2:4][C:3]([OH:29])=[O:2])=[C:12]3[N:13]=2)[CH:27]=[CH:26][CH:25]=1. (4) Given the reactants [F:1][C:2]1[CH:7]=[CH:6][CH:5]=[C:4]([F:8])[C:3]=1[NH:9][S:10]([C:13]1[CH:14]=[C:15]([CH:19]=[CH:20][CH:21]=1)[C:16]([OH:18])=O)(=[O:12])=[O:11].CN(C(ON1N=NC2C=CC=NC1=2)=[N+](C)C)C.F[P-](F)(F)(F)(F)F.[CH2:46]1[NH:51][CH2:50][CH2:49][N:48]2[CH2:52][CH2:53][CH2:54][C@H:47]12, predict the reaction product. The product is: [F:8][C:4]1[CH:5]=[CH:6][CH:7]=[C:2]([F:1])[C:3]=1[NH:9][S:10]([C:13]1[CH:21]=[CH:20][CH:19]=[C:15]([C:16]([N:51]2[CH2:50][CH2:49][N:48]3[CH2:52][CH2:53][CH2:54][C@@H:47]3[CH2:46]2)=[O:18])[CH:14]=1)(=[O:12])=[O:11]. (5) Given the reactants [CH2:1]([O:5][C:6]1[CH:7]=[C:8](/[CH:13]=[C:14](\[CH3:20])/[C:15]([O:17][CH2:18][CH3:19])=[O:16])[CH:9]=[CH:10][C:11]=1I)[CH2:2][CH2:3][CH3:4].[CH3:21][N:22]([C:31]1[CH:32]=[C:33](B(O)O)[CH:34]=[CH:35][CH:36]=1)[C:23]([NH:25][CH2:26][CH2:27][CH2:28][CH2:29][CH3:30])=[O:24].P([O-])([O-])([O-])=O.[K+].[K+].[K+], predict the reaction product. The product is: [CH2:1]([O:5][C:6]1[CH:7]=[C:8](/[CH:13]=[C:14](\[CH3:20])/[C:15]([O:17][CH2:18][CH3:19])=[O:16])[CH:9]=[CH:10][C:11]=1[C:33]1[CH:34]=[CH:35][CH:36]=[C:31]([N:22]([CH3:21])[C:23]([NH:25][CH2:26][CH2:27][CH2:28][CH2:29][CH3:30])=[O:24])[CH:32]=1)[CH2:2][CH2:3][CH3:4]. (6) Given the reactants [CH2:1]([O:9][CH2:10][C:11](O)=[O:12])[CH2:2][C:3]1[CH:8]=[CH:7][CH:6]=[CH:5][CH:4]=1.CO, predict the reaction product. The product is: [CH2:1]([O:9][CH2:10][CH2:11][OH:12])[CH2:2][C:3]1[CH:8]=[CH:7][CH:6]=[CH:5][CH:4]=1. (7) Given the reactants [Cl:1][CH2:2][CH2:3][C:4]1[CH:5]=[C:6]2[C:10](=[CH:11][CH:12]=1)[NH:9][C:8](=[O:13])[CH2:7]2.Cl.[C:15]1([N:25]2[CH2:30][CH2:29][NH:28][CH2:27][CH2:26]2)[C:24]2[C:19](=[CH:20][CH:21]=[CH:22][CH:23]=2)[CH:18]=[CH:17][CH:16]=1.C(=O)([O-])[O-].[Na+].[Na+].[I-].[Na+].Cl, predict the reaction product. The product is: [ClH:1].[C:15]1([N:25]2[CH2:30][CH2:29][N:28]([CH2:2][CH2:3][C:4]3[CH:5]=[C:6]4[C:10](=[CH:11][CH:12]=3)[NH:9][C:8](=[O:13])[CH2:7]4)[CH2:27][CH2:26]2)[C:24]2[C:19](=[CH:20][CH:21]=[CH:22][CH:23]=2)[CH:18]=[CH:17][CH:16]=1. (8) Given the reactants Br[C:2]1[CH:7]=[CH:6][C:5]([Br:8])=[CH:4][C:3]=1[N+:9]([O-:11])=[O:10].Cl.[NH2:13][CH2:14][C:15]1([OH:20])[CH2:19][CH2:18][CH2:17][CH2:16]1.C(N(CC)C(C)C)(C)C, predict the reaction product. The product is: [Br:8][C:5]1[CH:6]=[CH:7][C:2]([NH:13][CH2:14][C:15]2([OH:20])[CH2:19][CH2:18][CH2:17][CH2:16]2)=[C:3]([N+:9]([O-:11])=[O:10])[CH:4]=1. (9) Given the reactants [CH3:1][NH:2][C:3]1[N:8]=[C:7]([N:9]2[CH2:14][CH2:13][N:12]([CH3:15])[CH2:11][CH2:10]2)[N:6]=[C:5]([N:16]2[CH2:21][CH2:20][N:19]([CH2:22][C:23](O)=[O:24])[CH2:18][CH2:17]2)[N:4]=1.[F:26][C:27]([F:37])([F:36])C1C=CC=CC=1CN.C([N:41]([CH:44](C)C)CC)(C)C.F[P-](F)(F)(F)(F)F.N1(O[P+](N(C)C)(N(C)C)N(C)C)[C:58]2[CH:59]=[CH:60][CH:61]=[CH:62][C:57]=2N=N1.CN(C=[O:78])C, predict the reaction product. The product is: [CH3:1][NH:2][C:3]1[N:8]=[C:7]([N:9]2[CH2:10][CH2:11][N:12]([CH3:15])[CH2:13][CH2:14]2)[N:6]=[C:5]([N:16]2[CH2:21][CH2:20][N:19]([CH2:22][C:23]([NH:41][CH2:44][C:57]3[CH:62]=[CH:61][CH:60]=[CH:59][C:58]=3[O:78][C:27]([F:26])([F:36])[F:37])=[O:24])[CH2:18][CH2:17]2)[N:4]=1.